Task: Regression. Given two drug SMILES strings and cell line genomic features, predict the synergy score measuring deviation from expected non-interaction effect.. Dataset: Merck oncology drug combination screen with 23,052 pairs across 39 cell lines (1) Drug 1: Cn1nnc2c(C(N)=O)ncn2c1=O. Drug 2: NC(=O)c1cccc2cn(-c3ccc(C4CCCNC4)cc3)nc12. Cell line: T47D. Synergy scores: synergy=45.0. (2) Drug 1: NC1CCCCC1N.O=C(O)C(=O)O.[Pt+2]. Drug 2: CCc1cnn2c(NCc3ccc[n+]([O-])c3)cc(N3CCCCC3CCO)nc12. Cell line: SW620. Synergy scores: synergy=-8.45. (3) Drug 1: NC(=O)c1cccc2cn(-c3ccc(C4CCCNC4)cc3)nc12. Drug 2: NC1CCCCC1N.O=C(O)C(=O)O.[Pt+2]. Cell line: RPMI7951. Synergy scores: synergy=-26.2. (4) Drug 1: NC1(c2ccc(-c3nc4ccn5c(=O)[nH]nc5c4cc3-c3ccccc3)cc2)CCC1. Drug 2: CNC(=O)c1cc(Oc2ccc(NC(=O)Nc3ccc(Cl)c(C(F)(F)F)c3)cc2)ccn1. Cell line: HT144. Synergy scores: synergy=10.3. (5) Drug 1: CCN(CC)CCNC(=O)c1c(C)[nH]c(C=C2C(=O)Nc3ccc(F)cc32)c1C. Drug 2: COC1CC2CCC(C)C(O)(O2)C(=O)C(=O)N2CCCCC2C(=O)OC(C(C)CC2CCC(OP(C)(C)=O)C(OC)C2)CC(=O)C(C)C=C(C)C(O)C(OC)C(=O)C(C)CC(C)C=CC=CC=C1C. Cell line: A2058. Synergy scores: synergy=39.7. (6) Drug 1: O=c1[nH]cc(F)c(=O)[nH]1. Drug 2: C=CCn1c(=O)c2cnc(Nc3ccc(N4CCN(C)CC4)cc3)nc2n1-c1cccc(C(C)(C)O)n1. Cell line: A375. Synergy scores: synergy=2.71. (7) Drug 2: Nc1ccn(C2OC(CO)C(O)C2(F)F)c(=O)n1. Drug 1: O=C(CCCCCCC(=O)Nc1ccccc1)NO. Synergy scores: synergy=-66.7. Cell line: LNCAP.